This data is from TCR-epitope binding with 47,182 pairs between 192 epitopes and 23,139 TCRs. The task is: Binary Classification. Given a T-cell receptor sequence (or CDR3 region) and an epitope sequence, predict whether binding occurs between them. (1) The epitope is IVTDFSVIK. The TCR CDR3 sequence is CASSPGTALYEQYF. Result: 1 (the TCR binds to the epitope). (2) Result: 1 (the TCR binds to the epitope). The epitope is SEPVLKGVKL. The TCR CDR3 sequence is CSVEALDSYDYYGYTF.